This data is from NCI-60 drug combinations with 297,098 pairs across 59 cell lines. The task is: Regression. Given two drug SMILES strings and cell line genomic features, predict the synergy score measuring deviation from expected non-interaction effect. Drug 1: C1=NC2=C(N1)C(=S)N=C(N2)N. Drug 2: COC1=NC(=NC2=C1N=CN2C3C(C(C(O3)CO)O)O)N. Cell line: MDA-MB-231. Synergy scores: CSS=9.60, Synergy_ZIP=-2.91, Synergy_Bliss=7.05, Synergy_Loewe=-22.5, Synergy_HSA=-2.40.